Dataset: Full USPTO retrosynthesis dataset with 1.9M reactions from patents (1976-2016). Task: Predict the reactants needed to synthesize the given product. (1) The reactants are: [H-].[Na+].[F:3][C:4]1[CH:19]=[CH:18][C:7]2[C:8]([C:11]3[CH:12]=[C:13](O)[CH:14]=[CH:15][CH:16]=3)=[N:9][O:10][C:6]=2[CH:5]=1.CC1C=CC(S([O:30][CH2:31][C@@H:32]2[O:34][CH2:33]2)(=O)=O)=CC=1.O. Given the product [F:3][C:4]1[CH:19]=[CH:18][C:7]2[C:8]([C:11]3[CH:12]=[CH:13][C:14]([O:30][CH2:31][C@H:32]4[CH2:33][O:34]4)=[CH:15][CH:16]=3)=[N:9][O:10][C:6]=2[CH:5]=1, predict the reactants needed to synthesize it. (2) Given the product [CH:21]1([C:19]([N:16]2[CH2:17][CH2:18][CH:14]([CH2:13][N:9]3[CH:10]=[CH:11][N:12]=[C:8]3[C:5]3[CH:6]=[CH:7][C:2]([C:29]4[CH:30]=[CH:31][C:26]([O:25][CH3:24])=[CH:27][CH:28]=4)=[CH:3][CH:4]=3)[CH2:15]2)=[O:20])[CH2:23][CH2:22]1, predict the reactants needed to synthesize it. The reactants are: Br[C:2]1[CH:7]=[CH:6][C:5]([C:8]2[N:9]([CH2:13][CH:14]3[CH2:18][CH2:17][N:16]([C:19]([CH:21]4[CH2:23][CH2:22]4)=[O:20])[CH2:15]3)[CH:10]=[CH:11][N:12]=2)=[CH:4][CH:3]=1.[CH3:24][O:25][C:26]1[CH:31]=[CH:30][C:29](B(O)O)=[CH:28][CH:27]=1. (3) The reactants are: [F:1][C:2]1[CH:10]=[C:9]2[C:5]([C:6]([CH:11]=[O:12])=[CH:7][NH:8]2)=[CH:4][C:3]=1[C:13]1[CH:18]=[CH:17][C:16]([CH2:19][OH:20])=[CH:15][CH:14]=1.CC(=CC)C.Cl([O-])=[O:27].[Na+].O.P([O-])(O)(O)=O.[Na+]. Given the product [F:1][C:2]1[CH:10]=[C:9]2[C:5]([C:6]([C:11]([OH:27])=[O:12])=[CH:7][NH:8]2)=[CH:4][C:3]=1[C:13]1[CH:18]=[CH:17][C:16]([CH2:19][OH:20])=[CH:15][CH:14]=1, predict the reactants needed to synthesize it. (4) Given the product [F:1][C:2]1[CH:3]=[C:4]([CH2:8][CH2:9][C:10]([OH:12])=[O:11])[CH:5]=[CH:6][CH:7]=1, predict the reactants needed to synthesize it. The reactants are: [F:1][C:2]1[CH:3]=[C:4]([CH:8]=[CH:9][C:10]([OH:12])=[O:11])[CH:5]=[CH:6][CH:7]=1. (5) Given the product [CH3:1][O:2][C:3]1[CH:4]=[C:5]2[C:10](=[CH:11][C:12]=1[O:13][CH3:14])[N:9]=[CH:8][CH:7]=[C:6]2[O:15][C:16]1[CH:22]=[CH:21][C:19]([NH:20][C:29](=[O:35])[O:28][C:26]2[CH:41]=[CH:42][CH:37]=[CH:38][CH:39]=2)=[C:18]([CH3:23])[C:17]=1[CH3:24], predict the reactants needed to synthesize it. The reactants are: [CH3:1][O:2][C:3]1[CH:4]=[C:5]2[C:10](=[CH:11][C:12]=1[O:13][CH3:14])[N:9]=[CH:8][CH:7]=[C:6]2[O:15][C:16]1[CH:22]=[CH:21][C:19]([NH2:20])=[C:18]([CH3:23])[C:17]=1[CH3:24].Cl[C:26](Cl)([O:28][C:29](=[O:35])OC(Cl)(Cl)Cl)Cl.[C:37]1(O)[CH:42]=[CH:41]C=[CH:39][CH:38]=1.C(=O)(O)[O-].[Na+]. (6) Given the product [CH:1]1([C:4]2([C:23]3[C:22]4[C:26](=[C:18]([CH2:17][S:16][CH3:15])[CH:19]=[CH:20][CH:21]=4)[NH:25][CH:24]=3)[C:12]3[C:7](=[CH:8][C:9]([F:13])=[CH:10][CH:11]=3)[CH2:6][CH2:5]2)[CH2:3][CH2:2]1, predict the reactants needed to synthesize it. The reactants are: [CH:1]1([C:4]2(O)[C:12]3[C:7](=[CH:8][C:9]([F:13])=[CH:10][CH:11]=3)[CH2:6][CH2:5]2)[CH2:3][CH2:2]1.[CH3:15][S:16][CH2:17][C:18]1[CH:19]=[CH:20][CH:21]=[C:22]2[C:26]=1[NH:25][CH:24]=[CH:23]2.FC(F)(F)C(O)=O.[Cl-].[NH4+].